From a dataset of Full USPTO retrosynthesis dataset with 1.9M reactions from patents (1976-2016). Predict the reactants needed to synthesize the given product. Given the product [F:41][C:40]([F:43])([F:42])[S:37]([O:29][C:25]1[CH:26]=[CH:27][CH:28]=[C:23]([C:4]2([C:13]3[CH:18]=[CH:17][N:16]=[C:15]([C:19]([F:22])([F:21])[F:20])[CH:14]=3)[C:5]3[C:10](=[C:9]([F:11])[CH:8]=[C:7]([Cl:12])[CH:6]=3)[C:2]([NH2:1])=[N:3]2)[CH:24]=1)(=[O:39])=[O:38], predict the reactants needed to synthesize it. The reactants are: [NH2:1][C:2]1[C:10]2[C:5](=[CH:6][C:7]([Cl:12])=[CH:8][C:9]=2[F:11])[C:4]([C:23]2[CH:24]=[C:25]([OH:29])[CH:26]=[CH:27][CH:28]=2)([C:13]2[CH:18]=[CH:17][N:16]=[C:15]([C:19]([F:22])([F:21])[F:20])[CH:14]=2)[N:3]=1.C1C=CC(N([S:37]([C:40]([F:43])([F:42])[F:41])(=[O:39])=[O:38])[S:37]([C:40]([F:43])([F:42])[F:41])(=[O:39])=[O:38])=CC=1.C(=O)([O-])[O-].[K+].[K+].